Dataset: Full USPTO retrosynthesis dataset with 1.9M reactions from patents (1976-2016). Task: Predict the reactants needed to synthesize the given product. Given the product [Cl:1][C:2]1[C:3]([C:12]2([CH:15]=[N:23][S:21]([C:18]([CH3:20])([CH3:19])[CH3:17])=[O:22])[CH2:14][CH2:13]2)=[N:4][CH:5]=[C:6]([C:8]([F:11])([F:10])[F:9])[CH:7]=1, predict the reactants needed to synthesize it. The reactants are: [Cl:1][C:2]1[C:3]([C:12]2([CH:15]=O)[CH2:14][CH2:13]2)=[N:4][CH:5]=[C:6]([C:8]([F:11])([F:10])[F:9])[CH:7]=1.[CH3:17][C:18]([S:21]([NH2:23])=[O:22])([CH3:20])[CH3:19].